From a dataset of Full USPTO retrosynthesis dataset with 1.9M reactions from patents (1976-2016). Predict the reactants needed to synthesize the given product. (1) Given the product [Br:17][C:14]1[CH:15]=[CH:16][C:11]([C:9]([OH:10])=[O:8])=[N:12][C:13]=1[C:18]#[N:19], predict the reactants needed to synthesize it. The reactants are: C[Si](C)(C)[O-].[K+].C[O:8][C:9]([C:11]1[CH:16]=[CH:15][C:14]([Br:17])=[C:13]([C:18]#[N:19])[N:12]=1)=[O:10].Cl. (2) Given the product [ClH:35].[ClH:35].[F:1][C:2]1[CH:3]=[C:4]([NH:16][C:17]2[N:18]=[C:19]([C:26]3[CH:27]=[C:28]([CH2:32][C:33]#[N:34])[CH:29]=[CH:30][CH:31]=3)[C:20]3[CH:25]=[CH:24][NH:23][C:21]=3[N:22]=2)[CH:5]=[CH:6][C:7]=1[N:8]1[CH2:9][CH2:10][N:11]([CH2:14][CH3:15])[CH2:12][CH2:13]1, predict the reactants needed to synthesize it. The reactants are: [F:1][C:2]1[CH:3]=[C:4]([NH:16][C:17]2[N:18]=[C:19]([C:26]3[CH:27]=[C:28]([CH2:32][C:33]#[N:34])[CH:29]=[CH:30][CH:31]=3)[C:20]3[CH:25]=[CH:24][NH:23][C:21]=3[N:22]=2)[CH:5]=[CH:6][C:7]=1[N:8]1[CH2:13][CH2:12][N:11]([CH2:14][CH3:15])[CH2:10][CH2:9]1.[ClH:35]. (3) Given the product [CH2:1]([O:3][C:4]([CH:6]1[CH2:7][CH2:8][N:9]([C:12]2[CH:17]=[CH:16][C:15]([NH2:18])=[CH:14][CH:13]=2)[CH2:10][CH2:11]1)=[O:5])[CH3:2], predict the reactants needed to synthesize it. The reactants are: [CH2:1]([O:3][C:4]([CH:6]1[CH2:11][CH2:10][N:9]([C:12]2[CH:17]=[CH:16][C:15]([N+:18]([O-])=O)=[CH:14][CH:13]=2)[CH2:8][CH2:7]1)=[O:5])[CH3:2]. (4) The reactants are: [C:1]([O:5][C:6]([N:8]1[CH2:12][C:11](=O)[CH2:10][C@H:9]1[C:14]([N:16]1[CH2:20][CH2:19][S:18][CH2:17]1)=[O:15])=[O:7])([CH3:4])([CH3:3])[CH3:2].[CH3:21][O:22][C:23](=[O:44])[CH:24]=P(C1C=CC=CC=1)(C1C=CC=CC=1)C1C=CC=CC=1. Given the product [C:1]([O:5][C:6]([N:8]1[CH2:12][C:11](=[CH:24][C:23]([O:22][CH3:21])=[O:44])[CH2:10][C@H:9]1[C:14]([N:16]1[CH2:20][CH2:19][S:18][CH2:17]1)=[O:15])=[O:7])([CH3:4])([CH3:3])[CH3:2], predict the reactants needed to synthesize it. (5) Given the product [CH2:75]([NH:76][C:77]([C:79]1[C:87]2[NH:86][C:85]([C:88]3[C:89](=[O:104])[NH:90][CH:91]=[CH:92][C:93]=3[NH:94][CH2:95][C@@H:96]([OH:103])[C:97]3[CH:102]=[CH:101][CH:100]=[CH:99][CH:98]=3)=[N:84][C:83]=2[CH:82]=[CH:81][CH:80]=1)=[O:78])[C:74]1[CH:105]=[CH:106][CH:107]=[CH:72][CH:73]=1, predict the reactants needed to synthesize it. The reactants are: O[C@@H](C1C=CC=CC=1)CNC1C=CNC(=O)C=1C1NC2C(C(O)=O)=CC=CC=2N=1.C(N)C1C=CC=CC=1.CCN(C(C)C)C(C)C.CN(C(ON1N=NC2C=CC=NC1=2)=[N+](C)C)C.F[P-](F)(F)(F)(F)F.F[C:72]1[CH:73]=[C:74]([CH:105]=[CH:106][CH:107]=1)[CH2:75][NH:76][C:77]([C:79]1[C:87]2[NH:86][C:85]([C:88]3[C:89](=[O:104])[NH:90][CH:91]=[CH:92][C:93]=3[NH:94][CH2:95][C@@H:96]([OH:103])[C:97]3[CH:102]=[CH:101][CH:100]=[CH:99][CH:98]=3)=[N:84][C:83]=2[CH:82]=[CH:81][CH:80]=1)=[O:78].